Dataset: Peptide-MHC class I binding affinity with 185,985 pairs from IEDB/IMGT. Task: Regression. Given a peptide amino acid sequence and an MHC pseudo amino acid sequence, predict their binding affinity value. This is MHC class I binding data. (1) The peptide sequence is KLYGYASLTT. The MHC is HLA-A02:01 with pseudo-sequence HLA-A02:01. The binding affinity (normalized) is 0.727. (2) The peptide sequence is WSFYRVVVK. The MHC is HLA-A02:12 with pseudo-sequence HLA-A02:12. The binding affinity (normalized) is 0.0847. (3) The peptide sequence is EVMPVSMAK. The MHC is HLA-B58:01 with pseudo-sequence HLA-B58:01. The binding affinity (normalized) is 0.0847.